From a dataset of Full USPTO retrosynthesis dataset with 1.9M reactions from patents (1976-2016). Predict the reactants needed to synthesize the given product. (1) Given the product [CH3:20][S:21]([C:24]1[CH:25]=[C:26]([CH:30]=[CH:31][C:32]=1[CH3:33])[C:27]([NH:19][C:3]1[CH:4]=[CH:5][C:6]([N:8]2[CH2:12][CH2:11][CH:10]([N:13]3[CH2:17][CH2:16][CH2:15][CH:14]3[CH3:18])[CH2:9]2)=[CH:7][C:2]=1[CH3:1])=[O:28])(=[O:22])=[O:23], predict the reactants needed to synthesize it. The reactants are: [CH3:1][C:2]1[CH:7]=[C:6]([N:8]2[CH2:12][CH2:11][CH:10]([N:13]3[CH2:17][CH2:16][CH2:15][CH:14]3[CH3:18])[CH2:9]2)[CH:5]=[CH:4][C:3]=1[NH2:19].[CH3:20][S:21]([C:24]1[CH:25]=[C:26]([CH:30]=[CH:31][C:32]=1[CH3:33])[C:27](Cl)=[O:28])(=[O:23])=[O:22]. (2) Given the product [F:1][C:2]1[CH:32]=[C:31]([F:33])[CH:30]=[CH:29][C:3]=1[CH2:4][N:5]1[C:10](=[O:11])[CH2:9][CH2:8][C:7]([CH2:12][C:13]2[C:21]3[C:16](=[CH:17][CH:18]=[C:19]([F:22])[CH:20]=3)[N:15]([CH2:23][C:24]([OH:26])=[O:25])[C:14]=2[CH3:28])=[N:6]1, predict the reactants needed to synthesize it. The reactants are: [F:1][C:2]1[CH:32]=[C:31]([F:33])[CH:30]=[CH:29][C:3]=1[CH2:4][N:5]1[C:10](=[O:11])[CH2:9][CH2:8][C:7]([CH2:12][C:13]2[C:21]3[C:16](=[CH:17][CH:18]=[C:19]([F:22])[CH:20]=3)[N:15]([CH2:23][C:24]([O:26]C)=[O:25])[C:14]=2[CH3:28])=[N:6]1.O.[OH-].[Li+].Cl.